This data is from Reaction yield outcomes from USPTO patents with 853,638 reactions. The task is: Predict the reaction yield, written as a fraction of the theoretical maximum amount of product (1.0 means a 100% yield; for example, 0.34 means a 34% yield). (1) The reactants are [CH2:1]([N:4]([CH2:15][CH:16]=[CH2:17])[S:5]([C:8]1[CH:9]=[N:10][CH:11]=[CH:12][C:13]=1[NH2:14])(=[O:7])=[O:6])[CH:2]=[CH2:3].[Cl:18][C:19]1[CH:24]=[CH:23][C:22](/[CH:25]=[CH:26]/[S:27](Cl)(=[O:29])=[O:28])=[C:21]([O:31][CH3:32])[CH:20]=1. No catalyst specified. The product is [CH2:15]([N:4]([CH2:1][CH:2]=[CH2:3])[S:5]([C:8]1[CH:9]=[N:10][CH:11]=[CH:12][C:13]=1[NH:14][S:27](/[CH:26]=[CH:25]/[C:22]1[CH:23]=[CH:24][C:19]([Cl:18])=[CH:20][C:21]=1[O:31][CH3:32])(=[O:28])=[O:29])(=[O:7])=[O:6])[CH:16]=[CH2:17]. The yield is 0.500. (2) The yield is 0.820. The reactants are N1C2C(=CC=CC=2)C=CC=1.N1[C:19]2[C:14](=[C:15]([N:20]3[CH2:25][CH2:24][N:23]([CH2:26][C:27]4[CH:36]=[CH:35][C:34]5[C:29](=[CH:30][CH:31]=[CH:32][CH:33]=5)[N:28]=4)[CH2:22][CH2:21]3)[CH:16]=[CH:17][CH:18]=2)C=C1.[O:37]1C2C=CC=C(N3CCNCC3)C=2[O:40][CH2:39][CH2:38]1. No catalyst specified. The product is [O:37]1[C:19]2[CH:18]=[CH:17][CH:16]=[C:15]([N:20]3[CH2:25][CH2:24][N:23]([CH2:26][C:27]4[CH:36]=[CH:35][C:34]5[C:29](=[CH:30][CH:31]=[CH:32][CH:33]=5)[N:28]=4)[CH2:22][CH2:21]3)[C:14]=2[O:40][CH2:39][CH2:38]1. (3) The reactants are [C:1]([O:5][C:6]([N:8]1[CH2:11][C:10](=[CH:12][C:13]2[N:14]([CH3:29])[C:15]3[C:20]([N:21]=2)=[C:19]([N:22]2[CH2:27][CH2:26][O:25][CH2:24][CH2:23]2)[N:18]=[C:17](Cl)[N:16]=3)[CH2:9]1)=[O:7])([CH3:4])([CH3:3])[CH3:2].[NH:30]1[C:34]2[CH:35]=[CH:36][CH:37]=[CH:38][C:33]=2[N:32]=[C:31]1[C@H:39]([OH:41])[CH3:40].CC(C1C=C(C(C)C)C(C2C=CC=CC=2P(C2CCCCC2)C2CCCCC2)=C(C(C)C)C=1)C.C([O-])([O-])=O.[Cs+].[Cs+]. The catalyst is C1(C)C=CC=CC=1.[Pd].[Pd].C(=CC(C=CC1C=CC=CC=1)=O)C1C=CC=CC=1.C(=CC(C=CC1C=CC=CC=1)=O)C1C=CC=CC=1.C(=CC(C=CC1C=CC=CC=1)=O)C1C=CC=CC=1. The product is [C:1]([O:5][C:6]([N:8]1[CH2:11][C:10](=[CH:12][C:13]2[N:14]([CH3:29])[C:15]3[C:20]([N:21]=2)=[C:19]([N:22]2[CH2:27][CH2:26][O:25][CH2:24][CH2:23]2)[N:18]=[C:17]([N:30]2[C:34]4[CH:35]=[CH:36][CH:37]=[CH:38][C:33]=4[N:32]=[C:31]2[C@H:39]([OH:41])[CH3:40])[N:16]=3)[CH2:9]1)=[O:7])([CH3:4])([CH3:3])[CH3:2]. The yield is 0.720.